The task is: Regression. Given two drug SMILES strings and cell line genomic features, predict the synergy score measuring deviation from expected non-interaction effect.. This data is from Merck oncology drug combination screen with 23,052 pairs across 39 cell lines. (1) Drug 1: CCC1=CC2CN(C1)Cc1c([nH]c3ccccc13)C(C(=O)OC)(c1cc3c(cc1OC)N(C)C1C(O)(C(=O)OC)C(OC(C)=O)C4(CC)C=CCN5CCC31C54)C2. Drug 2: C=CCn1c(=O)c2cnc(Nc3ccc(N4CCN(C)CC4)cc3)nc2n1-c1cccc(C(C)(C)O)n1. Cell line: A2780. Synergy scores: synergy=-7.69. (2) Drug 1: N#Cc1ccc(Cn2cncc2CN2CCN(c3cccc(Cl)c3)C(=O)C2)cc1. Drug 2: Nc1ccn(C2OC(CO)C(O)C2(F)F)c(=O)n1. Cell line: A375. Synergy scores: synergy=-10.3. (3) Drug 1: Cn1nnc2c(C(N)=O)ncn2c1=O. Drug 2: C#Cc1cccc(Nc2ncnc3cc(OCCOC)c(OCCOC)cc23)c1. Cell line: MSTO. Synergy scores: synergy=-49.2. (4) Drug 1: CCN(CC)CCNC(=O)c1c(C)[nH]c(C=C2C(=O)Nc3ccc(F)cc32)c1C. Drug 2: CC(C)CC(NC(=O)C(Cc1ccccc1)NC(=O)c1cnccn1)B(O)O. Cell line: HT29. Synergy scores: synergy=-9.48. (5) Drug 1: CN1C(=O)C=CC2(C)C3CCC4(C)C(NC(=O)OCC(F)(F)F)CCC4C3CCC12. Drug 2: O=C(CCCCCCC(=O)Nc1ccccc1)NO. Cell line: LOVO. Synergy scores: synergy=10.4.